This data is from Full USPTO retrosynthesis dataset with 1.9M reactions from patents (1976-2016). The task is: Predict the reactants needed to synthesize the given product. (1) Given the product [CH2:1]([O:3][CH:4]1[CH2:9][CH2:8][N:7]([C:10]2[CH:11]=[CH:12][C:13]([C:14]3[S:22][C:20]([NH2:21])=[N:18][N:15]=3)=[CH:16][CH:17]=2)[CH2:6][CH2:5]1)[CH3:2], predict the reactants needed to synthesize it. The reactants are: [CH2:1]([O:3][CH:4]1[CH2:9][CH2:8][N:7]([C:10]2[CH:17]=[CH:16][C:13]([C:14]#[N:15])=[CH:12][CH:11]=2)[CH2:6][CH2:5]1)[CH3:2].[NH:18]([C:20](=[S:22])[NH2:21])N.FC(F)(F)C(O)=O.[OH-].[Na+]. (2) Given the product [C:5]1([CH:3]=[CH:2][C:20]([C:16]2[CH:12]=[CH:6][CH:5]=[CH:3][CH:2]=2)=[O:18])[CH:10]=[CH:9][CH:8]=[CH:7][CH:6]=1, predict the reactants needed to synthesize it. The reactants are: O[CH2:2][C:3]([C:5]1[CH:10]=[CH:9][CH:8]=[CH:7][CH:6]=1)=O.S1C=CN=[C:12]1[CH:16]=O.[O:18]([CH3:20])[Na]. (3) Given the product [N:1]1([CH2:21][C:19]2[S:18][C:9]3[N:10]=[C:11]([C:13]4[S:14][CH:15]=[CH:16][CH:17]=4)[N:12]=[C:7]([NH2:6])[C:8]=3[CH:20]=2)[CH2:5][CH2:4][CH2:3][CH2:2]1, predict the reactants needed to synthesize it. The reactants are: [NH:1]1[CH2:5][CH2:4][CH2:3][CH2:2]1.[NH2:6][C:7]1[C:8]2[CH:20]=[C:19]([CH:21]=O)[S:18][C:9]=2[N:10]=[C:11]([C:13]2[S:14][CH:15]=[CH:16][CH:17]=2)[N:12]=1.C(C1SC(C#N)=CC=1)(C)(C)C. (4) Given the product [CH2:1]([O:3][C:4]([N:6]1[CH2:7][CH2:8][N:9]([C:12]([CH2:14][C:15]2[C:24]([C:25]([NH:27][CH2:28][C:29]([OH:31])=[O:30])=[O:26])=[C:23]([O:34][CH3:35])[C:22]3[C:17](=[CH:18][CH:19]=[CH:20][CH:21]=3)[N:16]=2)=[O:13])[CH2:10][CH2:11]1)=[O:5])[CH3:2], predict the reactants needed to synthesize it. The reactants are: [CH2:1]([O:3][C:4]([N:6]1[CH2:11][CH2:10][N:9]([C:12]([CH2:14][C:15]2[C:24]([C:25]([NH:27][CH2:28][C:29]([O:31]CC)=[O:30])=[O:26])=[C:23]([O:34][CH3:35])[C:22]3[C:17](=[CH:18][CH:19]=[CH:20][CH:21]=3)[N:16]=2)=[O:13])[CH2:8][CH2:7]1)=[O:5])[CH3:2].[Li+].[OH-].OS([O-])(=O)=O.[Na+]. (5) Given the product [N+:15]([C:18]1[CH:19]=[C:20]([CH:22]=[CH:23][CH:24]=1)[NH:21][C:2]1[CH:7]=[C:6]([CH3:8])[N:5]=[C:4]([C:9]2[CH:14]=[CH:13][CH:12]=[CH:11][N:10]=2)[N:3]=1)([O-:17])=[O:16], predict the reactants needed to synthesize it. The reactants are: Cl[C:2]1[CH:7]=[C:6]([CH3:8])[N:5]=[C:4]([C:9]2[CH:14]=[CH:13][CH:12]=[CH:11][N:10]=2)[N:3]=1.[N+:15]([C:18]1[CH:19]=[C:20]([CH:22]=[CH:23][CH:24]=1)[NH2:21])([O-:17])=[O:16]. (6) Given the product [F:20][C:21]1[CH:26]=[C:25]([F:27])[CH:24]=[CH:23][C:22]=1[C:2]1[C:10]2[N:9]3[CH2:11][CH2:12][CH2:13][NH:14][C:15](=[O:16])[C:8]3=[C:7]([CH3:17])[C:6]=2[CH:5]=[C:4]([C:18]#[N:19])[CH:3]=1, predict the reactants needed to synthesize it. The reactants are: Br[C:2]1[C:10]2[N:9]3[CH2:11][CH2:12][CH2:13][NH:14][C:15](=[O:16])[C:8]3=[C:7]([CH3:17])[C:6]=2[CH:5]=[C:4]([C:18]#[N:19])[CH:3]=1.[F:20][C:21]1[CH:26]=[C:25]([F:27])[CH:24]=[CH:23][C:22]=1B(O)O. (7) Given the product [C:21]([O:20][C:18](=[O:19])[NH:17][CH:11]1[CH2:12][CH2:13][C:14]2[C:9](=[CH:8][C:7]([C:36]#[N:37])=[CH:16][CH:15]=2)[CH:10]1[CH2:25][C:26]1[CH:31]=[CH:30][C:29]([Cl:32])=[C:28]([Cl:33])[CH:27]=1)([CH3:24])([CH3:23])[CH3:22], predict the reactants needed to synthesize it. The reactants are: FC(F)(F)S(O[C:7]1[CH:16]=[CH:15][C:14]2[CH2:13][CH2:12][CH:11]([NH:17][C:18]([O:20][C:21]([CH3:24])([CH3:23])[CH3:22])=[O:19])[CH:10]([CH2:25][C:26]3[CH:31]=[CH:30][C:29]([Cl:32])=[C:28]([Cl:33])[CH:27]=3)[C:9]=2[CH:8]=1)(=O)=O.[CH3:36][N:37](C)C=O. (8) The reactants are: [Si]([C:8]1([OH:28])[C:21]2[O:22][C@@H:18]3[C@@:19]45[CH2:23][CH2:24][N:25]([CH3:26])[C@@H:13]([C@@H:14]4[CH:15]=[CH:16][C@@H:17]3[OH:27])[CH2:12][C:11]([C:20]5=2)=[CH:10][CH2:9]1)(C(C)(C)C)(C)C.[CH3:29][N:30]1[C@@H:47]2[CH2:48][C:35]3[CH:36]=[CH:37][C:38]([O:50][CH3:51])=[C:39]4[O:40][C@H:41]5[C:42]([CH2:44][CH2:45][C@:46]2([OH:49])[C@:33]5([C:34]=34)[CH2:32][CH2:31]1)=[O:43].N(C(OCC)=O)=NC(OCC)=O.C1(P(C2C=CC=CC=2)C2C=CC=CC=2)C=CC=CC=1.C([C@@]12OC3=C(O[SiH](C)C)C=CC4C[C@H]5N(CC[C@]1([C@H]5C=C[C@@H]2O)C=43)C)CCC. Given the product [CH:10]1[C:11]2[CH2:12][C@H:13]3[N:25]([CH2:24][CH2:23][C@@:19]45[C@H:14]3[CH:15]=[CH:16][C@H:17]([OH:27])[C@@H:18]4[O:22][C:21]([C:20]=25)=[C:8]([OH:28])[CH:9]=1)[CH3:26].[CH3:29][N:30]1[C@@H:47]2[CH2:48][C:35]3[CH:36]=[CH:37][C:38]([O:50][CH3:51])=[C:39]4[O:40][C@H:41]5[C:42]([CH2:44][CH2:45][C@:46]2([OH:49])[C@:33]5([C:34]=34)[CH2:32][CH2:31]1)=[O:43], predict the reactants needed to synthesize it.